From a dataset of Peptide-MHC class I binding affinity with 185,985 pairs from IEDB/IMGT. Regression. Given a peptide amino acid sequence and an MHC pseudo amino acid sequence, predict their binding affinity value. This is MHC class I binding data. (1) The peptide sequence is YIFWIRTPR. The MHC is HLA-B15:01 with pseudo-sequence HLA-B15:01. The binding affinity (normalized) is 0.0809. (2) The peptide sequence is RRFNLFNKF. The MHC is HLA-A11:01 with pseudo-sequence HLA-A11:01. The binding affinity (normalized) is 0.0847. (3) The peptide sequence is STCYVFGLY. The MHC is HLA-A68:02 with pseudo-sequence HLA-A68:02. The binding affinity (normalized) is 0.332. (4) The peptide sequence is HSDAVEDFL. The MHC is HLA-A01:01 with pseudo-sequence HLA-A01:01. The binding affinity (normalized) is 0.293. (5) The peptide sequence is SADDIQAIM. The MHC is HLA-A02:01 with pseudo-sequence HLA-A02:01. The binding affinity (normalized) is 0.131.